This data is from Forward reaction prediction with 1.9M reactions from USPTO patents (1976-2016). The task is: Predict the product of the given reaction. (1) The product is: [F:22][C:20]1[C:19]([F:23])=[C:18]2[O:1][CH2:2][C:3]3([CH2:6][CH2:5][CH2:4]3)[N:7]3[CH:8]=[C:9]([C:10]([O:12][CH2:13][CH3:14])=[O:11])[C:15](=[O:26])[C:16]([CH:21]=1)=[C:17]23. Given the reactants [OH:1][CH2:2][C:3]1([NH:7][CH:8]=[C:9]([C:15](=[O:26])[C:16]2[CH:21]=[C:20]([F:22])[C:19]([F:23])=[C:18](F)[C:17]=2F)[C:10]([O:12][CH2:13][CH3:14])=[O:11])[CH2:6][CH2:5][CH2:4]1.[H-].[Na+], predict the reaction product. (2) Given the reactants C([O:5][C:6](=[O:32])[C:7]([S:10][C:11]1[S:12][CH:13]=[C:14]([CH2:16][CH2:17][O:18][C:19]2[CH:24]=[CH:23][C:22]([C:25]3[CH:30]=[CH:29][C:28]([F:31])=[CH:27][CH:26]=3)=[CH:21][N:20]=2)[N:15]=1)([CH3:9])[CH3:8])(C)(C)C.FC(F)(F)C(O)=O, predict the reaction product. The product is: [F:31][C:28]1[CH:29]=[CH:30][C:25]([C:22]2[CH:23]=[CH:24][C:19]([O:18][CH2:17][CH2:16][C:14]3[N:15]=[C:11]([S:10][C:7]([CH3:9])([CH3:8])[C:6]([OH:32])=[O:5])[S:12][CH:13]=3)=[N:20][CH:21]=2)=[CH:26][CH:27]=1. (3) Given the reactants [Cl:1][C:2]1[CH:7]=[CH:6][C:5]([CH:8]([C:20]2[CH:25]=[CH:24][C:23]([CH3:26])=[CH:22][C:21]=2[CH3:27])[NH:9][C:10](=[O:19])[CH2:11][C:12]2[CH:17]=[CH:16][C:15]([OH:18])=[CH:14][CH:13]=2)=[CH:4][CH:3]=1.C(=O)([O-])[O-].[Cs+].[Cs+].Cl[CH2:35][C:36]1[C:37]([CH2:42][CH3:43])=[N:38][O:39][C:40]=1[CH3:41].O, predict the reaction product. The product is: [Cl:1][C:2]1[CH:3]=[CH:4][C:5]([CH:8]([C:20]2[CH:25]=[CH:24][C:23]([CH3:26])=[CH:22][C:21]=2[CH3:27])[NH:9][C:10](=[O:19])[CH2:11][C:12]2[CH:17]=[CH:16][C:15]([O:18][CH2:35][C:36]3[C:37]([CH2:42][CH3:43])=[N:38][O:39][C:40]=3[CH3:41])=[CH:14][CH:13]=2)=[CH:6][CH:7]=1. (4) Given the reactants FC1C=CC=CC=1COC1C=C(C=C(O[C@@H](C)COC)C=1)C(O)=O.[CH3:25][C:26]1[CH:54]=[CH:53][CH:52]=[CH:51][C:27]=1[CH2:28][O:29][C:30]1[CH:31]=[C:32]([CH:37]=[C:38]([O:40][C:41]2[CH:46]=[CH:45][C:44]([S:47]([CH3:50])(=[O:49])=[O:48])=[CH:43][CH:42]=2)[CH:39]=1)[C:33]([O:35]C)=[O:34], predict the reaction product. The product is: [CH3:25][C:26]1[CH:54]=[CH:53][CH:52]=[CH:51][C:27]=1[CH2:28][O:29][C:30]1[CH:31]=[C:32]([CH:37]=[C:38]([O:40][C:41]2[CH:46]=[CH:45][C:44]([S:47]([CH3:50])(=[O:48])=[O:49])=[CH:43][CH:42]=2)[CH:39]=1)[C:33]([OH:35])=[O:34]. (5) Given the reactants [Cl:1][C:2]1[C:20]([N+:21]([O-])=O)=[CH:19][C:18]([C:24]#[N:25])=[CH:17][C:3]=1[O:4][CH:5]1[CH2:9][CH2:8][N:7]([C:10]([O:12][C:13]([CH3:16])([CH3:15])[CH3:14])=[O:11])[CH2:6]1, predict the reaction product. The product is: [NH2:21][C:20]1[C:2]([Cl:1])=[C:3]([CH:17]=[C:18]([C:24]#[N:25])[CH:19]=1)[O:4][CH:5]1[CH2:9][CH2:8][N:7]([C:10]([O:12][C:13]([CH3:16])([CH3:15])[CH3:14])=[O:11])[CH2:6]1. (6) The product is: [CH3:29][C:25]1[CH:26]=[CH:27][CH:28]=[C:3]([CH3:2])[C:4]=1/[CH:5]=[CH:30]\[CH:32]1[CH2:37][CH2:36][N:35]([C:38]([O:40][C:41]([CH3:42])([CH3:44])[CH3:43])=[O:39])[CH2:34][CH2:33]1.[CH3:29][C:25]1[CH:26]=[CH:27][CH:28]=[C:3]([CH3:2])[C:4]=1/[CH:5]=[CH:30]/[CH:32]1[CH2:37][CH2:36][N:35]([C:38]([O:40][C:41]([CH3:42])([CH3:44])[CH3:43])=[O:39])[CH2:34][CH2:33]1. Given the reactants [Cl-].[CH3:2][C:3]1[CH:28]=[CH:27][CH:26]=[C:25]([CH3:29])[C:4]=1[CH2:5][P+](C1C=CC=CC=1)(C1C=CC=CC=1)C1C=CC=CC=1.[CH:30]([CH:32]1[CH2:37][CH2:36][N:35]([C:38]([O:40][C:41]([CH3:44])([CH3:43])[CH3:42])=[O:39])[CH2:34][CH2:33]1)=O, predict the reaction product. (7) Given the reactants Cl[CH2:2][CH2:3][CH2:4][N:5]([CH2:8][CH3:9])[CH2:6][CH3:7].[N:10]1([C:16]([O:18][C:19]([CH3:22])([CH3:21])[CH3:20])=[O:17])[CH2:15][CH2:14][NH:13][CH2:12][CH2:11]1.CCN(CC)CC, predict the reaction product. The product is: [CH2:6]([N:5]([CH2:8][CH3:9])[CH2:4][CH2:3][CH2:2][N:13]1[CH2:14][CH2:15][N:10]([C:16]([O:18][C:19]([CH3:22])([CH3:21])[CH3:20])=[O:17])[CH2:11][CH2:12]1)[CH3:7]. (8) Given the reactants [CH3:1][CH:2]1[CH2:7][C:6](=[O:8])[CH2:5][C:4](=O)[CH2:3]1.CC([O-])=O.[Na+].BrBr.[NH2:17][C:18]([NH2:20])=[S:19], predict the reaction product. The product is: [NH2:20][C:18]1[S:19][C:5]2[C:6](=[O:8])[CH2:7][CH:2]([CH3:1])[CH2:3][C:4]=2[N:17]=1. (9) Given the reactants [Br:1][C:2]1[C:3](F)=[C:4]([CH:7]=[CH:8][C:9]=1[I:10])[CH:5]=[O:6].C(=O)([O-])[O-].[K+].[K+].[CH3:18][C:19]([SH:22])([CH3:21])[CH3:20].O, predict the reaction product. The product is: [Br:1][C:2]1[C:3]([S:22][C:19]([CH3:21])([CH3:20])[CH3:18])=[C:4]([CH:7]=[CH:8][C:9]=1[I:10])[CH:5]=[O:6]. (10) Given the reactants O=[C:2]1[C:10]2[C:5](=[CH:6][C:7]([C:11]([OH:13])=[O:12])=[CH:8][CH:9]=2)[C:4](=[O:14])[O:3]1.Cl.[NH2:16][CH:17]1[CH2:22][CH2:21][C:20](=[O:23])[NH:19][C:18]1=[O:24].C(O)(=O)C, predict the reaction product. The product is: [O:24]=[C:18]1[CH:17]([N:16]2[C:4](=[O:14])[C:5]3[C:10](=[CH:9][CH:8]=[C:7]([C:11]([OH:13])=[O:12])[CH:6]=3)[C:2]2=[O:3])[CH2:22][CH2:21][C:20](=[O:23])[NH:19]1.